From a dataset of Full USPTO retrosynthesis dataset with 1.9M reactions from patents (1976-2016). Predict the reactants needed to synthesize the given product. (1) Given the product [C:21]([C:20]1[CH:19]=[N:18][N:17]2[CH:24]=[C:25]([C:27]([NH:40][NH2:41])=[O:29])[CH:26]=[C:16]2[C:15]=1[NH:14][C@@H:11]1[CH2:12][CH2:13][C@@:9]([NH:8][C:6](=[O:7])[O:5][C:1]([CH3:3])([CH3:4])[CH3:2])([CH3:32])[C:10]1([CH3:31])[CH3:30])(=[O:23])[NH2:22], predict the reactants needed to synthesize it. The reactants are: [C:1]([O:5][C:6]([NH:8][C@@:9]1([CH3:32])[CH2:13][CH2:12][C@@H:11]([NH:14][C:15]2[C:16]3[N:17]([CH:24]=[C:25]([C:27]([OH:29])=O)[CH:26]=3)[N:18]=[CH:19][C:20]=2[C:21](=[O:23])[NH2:22])[C:10]1([CH3:31])[CH3:30])=[O:7])([CH3:4])([CH3:3])[CH3:2].F[P-](F)(F)(F)(F)F.[N:40]1(O[P+](N(C)C)(N(C)C)N(C)C)C2C=CC=CC=2N=[N:41]1.NN.CCOC(C)=O. (2) Given the product [CH:1]([NH:4][C:5]1[C:10]2[C:11]([C:33]3[CH:38]=[CH:37][N:36]=[CH:35][N:34]=3)=[N:12][NH:13][C:9]=2[CH:8]=[CH:7][N:6]=1)([CH3:3])[CH3:2], predict the reactants needed to synthesize it. The reactants are: [CH:1]([NH:4][C:5]1[C:10]2[C:11]([C:33]3[CH:38]=[CH:37][N:36]=[CH:35][N:34]=3)=[N:12][N:13](C(C3C=CC=CC=3)(C3C=CC=CC=3)C3C=CC=CC=3)[C:9]=2[CH:8]=[CH:7][N:6]=1)([CH3:3])[CH3:2].ClC1N=CN=C(C2C3C(NC(C)C)=NC=CC=3N(C(C3C=CC=CC=3)(C3C=CC=CC=3)C3C=CC=CC=3)N=2)C=1.[NH4+].[OH-].